This data is from Full USPTO retrosynthesis dataset with 1.9M reactions from patents (1976-2016). The task is: Predict the reactants needed to synthesize the given product. (1) Given the product [C:1]([O:5][C:6]([N:8]1[CH2:14][CH2:13][C:12]2[CH:15]=[C:16]([NH:21][S:22]([C:25]3[CH:30]=[CH:29][C:28]([C:36]4[S:37][C:33]([Cl:32])=[CH:34][CH:35]=4)=[CH:27][CH:26]=3)(=[O:24])=[O:23])[C:17]([O:19][CH3:20])=[CH:18][C:11]=2[CH2:10][CH2:9]1)=[O:7])([CH3:4])([CH3:3])[CH3:2], predict the reactants needed to synthesize it. The reactants are: [C:1]([O:5][C:6]([N:8]1[CH2:14][CH2:13][C:12]2[CH:15]=[C:16]([NH:21][S:22]([C:25]3[CH:30]=[CH:29][C:28](I)=[CH:27][CH:26]=3)(=[O:24])=[O:23])[C:17]([O:19][CH3:20])=[CH:18][C:11]=2[CH2:10][CH2:9]1)=[O:7])([CH3:4])([CH3:3])[CH3:2].[Cl:32][C:33]1[S:37][C:36](B(O)O)=[CH:35][CH:34]=1.Cl.ClC1C=CC(C2C=CC(N)=CC=2C)=CC=1. (2) Given the product [F:1][C:2]([F:7])([F:6])[C:3]([OH:5])=[O:4].[F:24][C:9]1([F:8])[CH2:12][CH:11]([O:13][C:14]2[CH:19]=[CH:18][N:17]=[C:16]([CH2:20][C:21]([NH:23][C:26]3[N:31]=[N:30][C:29]([CH2:32][CH2:33][CH2:34][CH2:35][N:36]4[CH:40]=[C:39]([C:41]([NH:43][CH3:44])=[O:42])[N:38]=[N:37]4)=[CH:28][CH:27]=3)=[O:22])[CH:15]=2)[CH2:10]1, predict the reactants needed to synthesize it. The reactants are: [F:1][C:2]([F:7])([F:6])[C:3]([OH:5])=[O:4].[F:8][C:9]1([F:24])[CH2:12][CH:11]([O:13][C:14]2[CH:19]=[CH:18][N:17]=[C:16]([CH2:20][C:21]([NH2:23])=[O:22])[CH:15]=2)[CH2:10]1.Br[C:26]1[N:31]=[N:30][C:29]([CH2:32][CH2:33][CH2:34][CH2:35][N:36]2[CH:40]=[C:39]([C:41]([NH:43][CH3:44])=[O:42])[N:38]=[N:37]2)=[CH:28][CH:27]=1.CC1(C)C2C(=C(P(C3C=CC=CC=3)C3C=CC=CC=3)C=CC=2)OC2C(P(C3C=CC=CC=3)C3C=CC=CC=3)=CC=CC1=2.C([O-])([O-])=O.[Cs+].[Cs+]. (3) Given the product [C:1]([O:4][C@H:5]1[C@@H:10]([O:11][C:12](=[O:14])[CH3:13])[C@H:9]([O:15][C:16](=[O:18])[CH3:17])[C@@H:8]([O:19]/[C:20](/[C:29]([O:31][CH2:32][CH3:33])=[O:30])=[CH:21]\[C:22]2[CH:27]=[C:26]([CH3:39])[CH:25]=[CH:24][CH:23]=2)[O:7][C@H:6]1[CH2:34][O:35][C:36](=[O:38])[CH3:37])(=[O:3])[CH3:2], predict the reactants needed to synthesize it. The reactants are: [C:1]([O:4][C@@H:5]1[C@@H:10]([O:11][C:12](=[O:14])[CH3:13])[C@H:9]([O:15][C:16](=[O:18])[CH3:17])[C@@H:8]([O:19]/[C:20](/[C:29]([O:31][CH2:32][CH3:33])=[O:30])=[CH:21]\[C:22]2[CH:27]=[CH:26][CH:25]=[CH:24][C:23]=2F)[O:7][C@H:6]1[CH2:34][O:35][C:36](=[O:38])[CH3:37])(=[O:3])[CH3:2].[CH3:39]C1C=C(CC(=O)C(OCC)=O)C=CC=1.[H-].[Na+].[Br-].C(O[C@@H]1[C@@H](OC(=O)C)[C@@H](OC(=O)C)[C@@H](COC(=O)C)O[C@@H]1O)(=O)C. (4) Given the product [CH2:1]=[C:16]1[CH2:17][N:14]([C:12]([O:11][C:7]([CH3:10])([CH3:9])[CH3:8])=[O:13])[CH2:15]1, predict the reactants needed to synthesize it. The reactants are: [CH3:1]C([O-])(C)C.[K+].[C:7]([O:11][C:12]([N:14]1[CH2:17][C:16](=O)[CH2:15]1)=[O:13])([CH3:10])([CH3:9])[CH3:8].